This data is from Forward reaction prediction with 1.9M reactions from USPTO patents (1976-2016). The task is: Predict the product of the given reaction. (1) Given the reactants [C:1]([C:3]1[CH:8]=[CH:7][C:6]([C:9]2[C:18]3[C:13](=[CH:14][C:15]([S:19](OC4C(F)=C(F)C(F)=C(F)C=4F)(=[O:21])=[O:20])=[CH:16][CH:17]=3)[CH:12]=[CH:11][N:10]=2)=[C:5]([O:34][CH3:35])[CH:4]=1)#[N:2].[S:36]1[CH:40]=[CH:39][N:38]=[C:37]1[NH2:41].C1COCC1.C[Si]([N-][Si](C)(C)C)(C)C.[Li+], predict the reaction product. The product is: [C:1]([C:3]1[CH:8]=[CH:7][C:6]([C:9]2[C:18]3[C:13](=[CH:14][C:15]([S:19]([NH:41][C:37]4[S:36][CH:40]=[CH:39][N:38]=4)(=[O:20])=[O:21])=[CH:16][CH:17]=3)[CH:12]=[CH:11][N:10]=2)=[C:5]([O:34][CH3:35])[CH:4]=1)#[N:2]. (2) Given the reactants Cl[C:2]1[N:7]=[C:6]([N:8]2[CH2:13][CH2:12][O:11][CH2:10][CH2:9]2)[N:5]=[C:4]([NH:14][C:15]2[CH:19]=[C:18]([CH:20]3[CH2:22][CH2:21]3)[NH:17][N:16]=2)[N:3]=1.[CH3:23][O:24][C@@H:25]1[CH2:29][NH:28][C@H:27]([C:30]([OH:32])=[O:31])[CH2:26]1, predict the reaction product. The product is: [CH:20]1([C:18]2[NH:17][N:16]=[C:15]([NH:14][C:4]3[N:5]=[C:6]([N:8]4[CH2:13][CH2:12][O:11][CH2:10][CH2:9]4)[N:7]=[C:2]([N:28]4[CH2:29][C@@H:25]([O:24][CH3:23])[CH2:26][C@H:27]4[C:30]([OH:32])=[O:31])[N:3]=3)[CH:19]=2)[CH2:22][CH2:21]1. (3) Given the reactants [CH2:1]([N:8]([CH2:18][C:19]1[CH:24]=[CH:23][CH:22]=[CH:21][CH:20]=1)[C:9]1[CH:14]=[C:13]([CH3:15])[C:12](Br)=[CH:11][C:10]=1F)[C:2]1[CH:7]=[CH:6][CH:5]=[CH:4][CH:3]=1.[N:25]1([C:31]([O:33][C:34]([CH3:37])([CH3:36])[CH3:35])=[O:32])[CH2:30][CH2:29][NH:28][CH2:27][CH2:26]1.C1(P(C2C=CC=CC=2)C2C=CC3C(=CC=CC=3)C=2C2C3C(=CC=CC=3)C=CC=2P(C2C=CC=CC=2)C2C=CC=CC=2)C=CC=CC=1.[C:84](=O)([O-])[O-:85].[Cs+].[Cs+], predict the reaction product. The product is: [CH2:1]([N:8]([CH2:18][C:19]1[CH:24]=[CH:23][CH:22]=[CH:21][CH:20]=1)[C:9]1[C:10]([O:85][CH3:84])=[CH:11][C:12]([N:28]2[CH2:29][CH2:30][N:25]([C:31]([O:33][C:34]([CH3:37])([CH3:36])[CH3:35])=[O:32])[CH2:26][CH2:27]2)=[C:13]([CH3:15])[CH:14]=1)[C:2]1[CH:7]=[CH:6][CH:5]=[CH:4][CH:3]=1. (4) Given the reactants [CH3:1][C:2]([C:5]1[CH:6]=[CH:7][C:8]([OH:28])=[C:9]([CH:27]=1)[C:10]([NH:12][C:13]1[CH:18]=[C:17]([C:19]([F:22])([F:21])[F:20])[CH:16]=[C:15]([C:23]([F:26])([F:25])[F:24])[CH:14]=1)=[O:11])([CH3:4])[CH3:3].[N:29]1([C:35](Cl)=[O:36])[CH2:34][CH2:33][O:32][CH2:31][CH2:30]1, predict the reaction product. The product is: [CH3:4][C:2]([C:5]1[CH:6]=[CH:7][C:8]([O:28][C:35]([N:29]2[CH2:34][CH2:33][O:32][CH2:31][CH2:30]2)=[O:36])=[C:9]([CH:27]=1)[C:10]([NH:12][C:13]1[CH:14]=[C:15]([C:23]([F:26])([F:24])[F:25])[CH:16]=[C:17]([C:19]([F:20])([F:21])[F:22])[CH:18]=1)=[O:11])([CH3:1])[CH3:3]. (5) Given the reactants [CH2:1]1[C:10]2[C:5](=CC=C[CH:9]=2)[CH2:4][CH2:3][N:2]1[CH2:11][CH2:12][CH2:13][CH2:14][O:15][C:16]1[N:25]=[C:24]2[C:19]([CH:20]=[CH:21][C:22](=[O:26])[NH:23]2)=[CH:18][CH:17]=1.[C:27]1([N:33]2C=C3CNCCC3=[N:34]2)[CH:32]=[CH:31][CH:30]=[CH:29][CH:28]=1, predict the reaction product. The product is: [C:27]1([N:33]2[CH:9]=[C:10]3[CH2:1][N:2]([CH2:11][CH2:12][CH2:13][CH2:14][O:15][C:16]4[N:25]=[C:24]5[C:19]([CH:20]=[CH:21][C:22](=[O:26])[NH:23]5)=[CH:18][CH:17]=4)[CH2:3][CH2:4][C:5]3=[N:34]2)[CH:32]=[CH:31][CH:30]=[CH:29][CH:28]=1. (6) Given the reactants Br[C:2]1[CH:15]=[CH:14][C:13]2[C:4](=[C:5]([C:22]3[CH:27]=[CH:26][CH:25]=[CH:24][CH:23]=3)[C:6]3[C:11]([C:12]=2[C:16]2[CH:21]=[CH:20][CH:19]=[CH:18][CH:17]=2)=[CH:10][CH:9]=[CH:8][CH:7]=3)[CH:3]=1.[Cl:28][C:29]1[CH:34]=[CH:33][C:32](B(O)O)=[CH:31][CH:30]=1.C(=O)([O-])[O-].[Na+].[Na+], predict the reaction product. The product is: [Cl:28][C:29]1[CH:34]=[CH:33][C:32]([C:2]2[CH:15]=[CH:14][C:13]3[C:4](=[C:5]([C:22]4[CH:23]=[CH:24][C:25]5[C:26](=[CH:22][CH:5]=[CH:6][CH:7]=5)[CH:27]=4)[C:6]4[C:11]([C:12]=3[C:16]3[CH:17]=[CH:18][C:19]5[C:20](=[CH:15][CH:2]=[CH:3][CH:4]=5)[CH:21]=3)=[CH:10][C:9]([C:32]3[CH:33]=[CH:34][C:29]([Cl:28])=[CH:30][CH:31]=3)=[CH:8][CH:7]=4)[CH:3]=2)=[CH:31][CH:30]=1. (7) The product is: [CH3:23][O:5][C:4](=[O:6])[C:3]1[CH:7]=[C:8]([N+:15]([O-:17])=[O:16])[C:9]([C:11]([F:14])([F:13])[F:12])=[CH:10][C:2]=1[NH2:1]. Given the reactants [NH2:1][C:2]1[CH:10]=[C:9]([C:11]([F:14])([F:13])[F:12])[C:8]([N+:15]([O-:17])=[O:16])=[CH:7][C:3]=1[C:4]([OH:6])=[O:5].OS(O)(=O)=O.[CH3:23]O, predict the reaction product.